Dataset: Reaction yield outcomes from USPTO patents with 853,638 reactions. Task: Predict the reaction yield, written as a fraction of the theoretical maximum amount of product (1.0 means a 100% yield; for example, 0.34 means a 34% yield). (1) The reactants are [C:1]([O:5][C:6]([N:8]1[CH2:12][CH2:11][CH2:10][CH:9]1[C:13]([OH:15])=[O:14])=[O:7])([CH3:4])([CH3:3])[CH3:2].C(N(CC)CC)C.Br[CH2:24][C:25]([C:27]1[CH:36]=[CH:35][C:34]2[C:29](=[CH:30][CH:31]=[C:32]([Br:37])[CH:33]=2)[CH:28]=1)=[O:26]. The catalyst is C(#N)C. The product is [C:1]([O:5][C:6]([N:8]1[CH2:12][CH2:11][CH2:10][CH:9]1[C:13]([O:15][CH2:24][C:25]([C:27]1[CH:36]=[CH:35][C:34]2[C:29](=[CH:30][CH:31]=[C:32]([Br:37])[CH:33]=2)[CH:28]=1)=[O:26])=[O:14])=[O:7])([CH3:4])([CH3:2])[CH3:3]. The yield is 0.840. (2) The reactants are [CH2:1]([N:4]([CH2:17][C:18]([O:20]CC)=[O:19])[NH:5][C:6](=[O:16])[NH:7][C@H:8]([C:10]1[CH:15]=[CH:14][CH:13]=[CH:12][CH:11]=1)[CH3:9])[CH:2]=[CH2:3].O.[OH-].[Li+]. No catalyst specified. The product is [CH2:1]([N:4]([CH2:17][C:18]([OH:20])=[O:19])[NH:5][C:6](=[O:16])[NH:7][C@H:8]([C:10]1[CH:15]=[CH:14][CH:13]=[CH:12][CH:11]=1)[CH3:9])[CH:2]=[CH2:3]. The yield is 0.940. (3) The reactants are Cl.[CH3:2][C@:3]([C:7]([OH:9])=[O:8])([CH2:5][SH:6])[NH2:4].[OH:10][C:11]1[CH:18]=[C:17]([OH:19])[CH:16]=[CH:15][C:12]=1[C:13]#N.C(N(CC)CC)C.[OH-].[K+]. The catalyst is C(O)C.O. The product is [OH:10][C:11]1[CH:18]=[C:17]([OH:19])[CH:16]=[CH:15][C:12]=1[C:13]1[S:6][CH2:5][C@:3]([CH3:2])([C:7]([OH:9])=[O:8])[N:4]=1. The yield is 0.876. (4) The reactants are [C:1]([C:3]1[C@@H:8]([C:9]2[CH:14]=[CH:13][C:12]([C:15]#[N:16])=[CH:11][C:10]=2[S:17]([CH3:20])(=[O:19])=[O:18])[N:7]([CH2:21][C:22]([OH:24])=O)[C:6](=[O:25])[N:5]([C:26]2[CH:31]=[CH:30][CH:29]=[C:28]([C:32]([F:35])([F:34])[F:33])[CH:27]=2)[C:4]=1[CH3:36])#[N:2].C[N:38](C(ON1N=NC2C=CC=NC1=2)=[N+](C)C)C.F[P-](F)(F)(F)(F)F.[Cl-].[NH4+].C(N(CC)C(C)C)(C)C. The catalyst is CN(C=O)C. The product is [C:1]([C:3]1[C@@H:8]([C:9]2[CH:14]=[CH:13][C:12]([C:15]#[N:16])=[CH:11][C:10]=2[S:17]([CH3:20])(=[O:19])=[O:18])[N:7]([CH2:21][C:22]([NH2:38])=[O:24])[C:6](=[O:25])[N:5]([C:26]2[CH:31]=[CH:30][CH:29]=[C:28]([C:32]([F:33])([F:34])[F:35])[CH:27]=2)[C:4]=1[CH3:36])#[N:2]. The yield is 0.940. (5) The reactants are [NH2:1][C:2]1[NH:6][N:5]=[C:4]([CH3:7])[C:3]=1[C:8]1[S:9][C:10]2[CH:16]=[C:15]([S:17](Cl)(=[O:19])=[O:18])[CH:14]=[CH:13][C:11]=2[N:12]=1.[CH2:21]([NH2:28])[C:22]1[CH:27]=[CH:26][CH:25]=[CH:24][CH:23]=1.CN1CCOCC1. The catalyst is CO. The product is [CH2:21]([NH:28][S:17]([C:15]1[CH:14]=[CH:13][C:11]2[N:12]=[C:8]([C:3]3[C:4]([CH3:7])=[N:5][NH:6][C:2]=3[NH2:1])[S:9][C:10]=2[CH:16]=1)(=[O:19])=[O:18])[C:22]1[CH:27]=[CH:26][CH:25]=[CH:24][CH:23]=1. The yield is 0.130. (6) The product is [Br:21][C:12]1[CH:13]=[C:14]2[C@:15]3([CH2:19][O:18][C:17]([NH2:20])=[N:16]3)[C:4]3[C:5](=[CH:6][CH:7]=[C:2]([C:24]4[CH:23]=[N:22][CH:27]=[CH:26][CH:25]=4)[CH:3]=3)[O:8][C:9]2=[N:10][CH:11]=1. The reactants are I[C:2]1[CH:3]=[C:4]2[C@@:15]3([CH2:19][O:18][C:17]([NH2:20])=[N:16]3)[C:14]3[C:9](=[N:10][CH:11]=[C:12]([Br:21])[CH:13]=3)[O:8][C:5]2=[CH:6][CH:7]=1.[N:22]1[CH:27]=[CH:26][CH:25]=[C:24](B(O)O)[CH:23]=1.C1COCC1.C(=O)([O-])[O-].[K+].[K+]. The yield is 0.560. The catalyst is O.C1C=CC([P]([Pd]([P](C2C=CC=CC=2)(C2C=CC=CC=2)C2C=CC=CC=2)([P](C2C=CC=CC=2)(C2C=CC=CC=2)C2C=CC=CC=2)[P](C2C=CC=CC=2)(C2C=CC=CC=2)C2C=CC=CC=2)(C2C=CC=CC=2)C2C=CC=CC=2)=CC=1.C(OCC)(=O)C. (7) The reactants are [C:1]([O:4][CH:5]1[C:9]2=[N:10][CH:11]=[C:12]([NH2:28])[C:13]([N:14]3[CH2:19][CH2:18][CH2:17][C@H:16]([NH:20][C:21]([O:23][C:24]([CH3:27])([CH3:26])[CH3:25])=[O:22])[CH2:15]3)=[C:8]2[CH2:7][CH2:6]1)(=[O:3])[CH3:2].[F:29][C:30]1[CH:35]=[C:34]([S:36][CH3:37])[CH:33]=[C:32]([F:38])[C:31]=1[C:39]1[N:44]=[C:43]([C:45](O)=[O:46])[CH:42]=[CH:41][C:40]=1[F:48].CN(C(ON1N=NC2C=CC=NC1=2)=[N+](C)C)C.F[P-](F)(F)(F)(F)F.CCN(C(C)C)C(C)C. The catalyst is CN(C=O)C. The product is [C:1]([O:4][CH:5]1[C:9]2=[N:10][CH:11]=[C:12]([NH:28][C:45]([C:43]3[CH:42]=[CH:41][C:40]([F:48])=[C:39]([C:31]4[C:30]([F:29])=[CH:35][C:34]([S:36][CH3:37])=[CH:33][C:32]=4[F:38])[N:44]=3)=[O:46])[C:13]([N:14]3[CH2:19][CH2:18][CH2:17][C@H:16]([NH:20][C:21]([O:23][C:24]([CH3:27])([CH3:26])[CH3:25])=[O:22])[CH2:15]3)=[C:8]2[CH2:7][CH2:6]1)(=[O:3])[CH3:2]. The yield is 0.300. (8) The reactants are CS(C)=O.C(Cl)(=O)C(Cl)=O.[CH2:11]([O:18][C:19]1[CH:24]=[CH:23][C:22]([C@@H:25]2[CH2:30][CH2:29][N:28]([C:31]([O:33][C:34]([CH3:37])([CH3:36])[CH3:35])=[O:32])[CH2:27][C@H:26]2[OH:38])=[CH:21][CH:20]=1)[C:12]1[CH:17]=[CH:16][CH:15]=[CH:14][CH:13]=1.C(N(CC)CC)C. The catalyst is C(Cl)Cl. The product is [CH2:11]([O:18][C:19]1[CH:24]=[CH:23][C:22]([CH:25]2[CH2:30][CH2:29][N:28]([C:31]([O:33][C:34]([CH3:36])([CH3:35])[CH3:37])=[O:32])[CH2:27][C:26]2=[O:38])=[CH:21][CH:20]=1)[C:12]1[CH:13]=[CH:14][CH:15]=[CH:16][CH:17]=1. The yield is 0.670. (9) The reactants are [C:1]1([C:3](=[CH:5][CH:6]=[CH:7][CH:8]=1)[OH:4])[OH:2].[C:9]1(=O)[CH2:14][CH2:13][CH2:12][CH2:11][CH2:10]1. The catalyst is C1(C)C=CC=CC=1.C1(C)C=CC(S(O)(=O)=O)=CC=1. The product is [C:9]12([O:4][C:3]3[CH:5]=[CH:6][CH:7]=[CH:8][C:1]=3[O:2]1)[CH2:14][CH2:13][CH2:12][CH2:11][CH2:10]2. The yield is 0.350. (10) The reactants are [Cl:1][C:2]1[CH:10]=[C:9]2[C:5]([CH:6]=[CH:7][NH:8]2)=[CH:4][CH:3]=1.[CH3:11]C1C2C(=CC=CC=2)NC=1. No catalyst specified. The product is [Cl:1][C:2]1[CH:10]=[C:9]2[C:5]([CH:6]=[CH:7][N:8]2[CH3:11])=[CH:4][CH:3]=1. The yield is 1.00.